Dataset: Catalyst prediction with 721,799 reactions and 888 catalyst types from USPTO. Task: Predict which catalyst facilitates the given reaction. (1) Reactant: C(=O)([O:5][C:6]1[CH:11]=[CH:10][C:9]([S:12]([N:15]2[C@@H:28]([CH3:29])[C:27]3[C:22](=[CH:23][CH:24]=[C:25]([F:30])[CH:26]=3)[C:21]3[CH:20]=[CH:19][CH:18]=[CH:17][C:16]2=3)(=[O:14])=[O:13])=[CH:8][CH:7]=1)OCC.[OH-].[Na+]. Product: [F:30][C:25]1[CH:26]=[C:27]2[C:22](=[CH:23][CH:24]=1)[C:21]1[CH:20]=[CH:19][CH:18]=[CH:17][C:16]=1[N:15]([S:12]([C:9]1[CH:8]=[CH:7][C:6]([OH:5])=[CH:11][CH:10]=1)(=[O:14])=[O:13])[C@H:28]2[CH3:29]. The catalyst class is: 5. (2) Reactant: [CH2:1]([C:3]([CH2:8][OH:9])([CH2:6][OH:7])[CH2:4][CH3:5])[OH:2].[C:10](Cl)(=[O:17])[C:11]1[CH:16]=[CH:15][CH:14]=[CH:13][CH:12]=1. Product: [C:10]([OH:17])(=[O:2])[C:11]1[CH:16]=[CH:15][CH:14]=[CH:13][CH:12]=1.[C:10]([OH:17])(=[O:2])[C:11]1[CH:16]=[CH:15][CH:14]=[CH:13][CH:12]=1.[C:10]([OH:17])(=[O:2])[C:11]1[CH:16]=[CH:15][CH:14]=[CH:13][CH:12]=1.[CH2:1]([C:3]([CH2:8][OH:9])([CH2:6][OH:7])[CH2:4][CH3:5])[OH:2]. The catalyst class is: 66. (3) Reactant: [OH:1][C:2]1[CH:7]=[CH:6][CH:5]=[CH:4][C:3]=1[C:8]([C:10]1[CH:15]=[CH:14][C:13]([O:16][CH2:17][C:18]2[N:19]=[C:20]([C:24]3[CH:29]=[CH:28][CH:27]=[CH:26][CH:25]=3)[O:21][C:22]=2[CH3:23])=[CH:12][CH:11]=1)=[O:9].Br[CH:31]([CH3:35])[C:32]([O-:34])=[O:33].C(=O)([O-])[O-].[K+].[K+].CN(C)C=O. Product: [CH3:23][C:22]1[O:21][C:20]([C:24]2[CH:25]=[CH:26][CH:27]=[CH:28][CH:29]=2)=[N:19][C:18]=1[CH2:17][O:16][C:13]1[CH:12]=[CH:11][C:10]([C:8]([C:3]2[CH:4]=[CH:5][CH:6]=[CH:7][C:2]=2[O:1][CH:31]([CH3:35])[C:32]([OH:34])=[O:33])=[O:9])=[CH:15][CH:14]=1. The catalyst class is: 6. (4) Reactant: [H-].[Na+].[CH3:3][O:4][C:5]1[CH:10]=[CH:9][C:8]2[C:11]3[NH:12][C:13]4[C:18]([C:19]=3[CH2:20][CH2:21]S[C:7]=2[CH:6]=1)=[CH:17][CH:16]=[CH:15][CH:14]=4.[Br:23][CH2:24][CH2:25][CH2:26][CH2:27][CH2:28]Br.[OH2:30]. Product: [CH3:3][O:4][C:5]1[CH:10]=[CH:9][C:8]2[C:11]3[N:12]([CH2:28][CH2:27][CH2:26][CH2:25][CH2:24][Br:23])[C:13]4[C:18]([C:19]=3[CH2:20][CH2:21][O:30][C:7]=2[CH:6]=1)=[CH:17][CH:16]=[CH:15][CH:14]=4. The catalyst class is: 3. (5) Reactant: [Si]([O:8][C:9]1[C:10]([F:57])=[C:11]([N:17]([CH2:26][C:27]2[N:28]([C:38]([C:51]3[CH:56]=[CH:55][CH:54]=[CH:53][CH:52]=3)([C:45]3[CH:50]=[CH:49][CH:48]=[CH:47][CH:46]=3)[C:39]3[CH:44]=[CH:43][CH:42]=[CH:41][CH:40]=3)[CH:29]=[C:30]([C:32]3[CH:37]=[CH:36][CH:35]=[CH:34][CH:33]=3)[N:31]=2)[C:18]2[CH:25]=[CH:24][C:21]([C:22]#[N:23])=[CH:20][CH:19]=2)[CH:12]=[C:13]([CH2:15][CH3:16])[CH:14]=1)(C(C)(C)C)(C)C.CCCC[N+](CCCC)(CCCC)CCCC.[F-]. Product: [CH2:15]([C:13]1[CH:14]=[C:9]([OH:8])[C:10]([F:57])=[C:11]([N:17]([CH2:26][C:27]2[N:28]([C:38]([C:51]3[CH:52]=[CH:53][CH:54]=[CH:55][CH:56]=3)([C:45]3[CH:46]=[CH:47][CH:48]=[CH:49][CH:50]=3)[C:39]3[CH:44]=[CH:43][CH:42]=[CH:41][CH:40]=3)[CH:29]=[C:30]([C:32]3[CH:37]=[CH:36][CH:35]=[CH:34][CH:33]=3)[N:31]=2)[C:18]2[CH:19]=[CH:20][C:21]([C:22]#[N:23])=[CH:24][CH:25]=2)[CH:12]=1)[CH3:16]. The catalyst class is: 1.